The task is: Regression. Given a peptide amino acid sequence and an MHC pseudo amino acid sequence, predict their binding affinity value. This is MHC class I binding data.. This data is from Peptide-MHC class I binding affinity with 185,985 pairs from IEDB/IMGT. (1) The peptide sequence is AYIDNYNKF. The MHC is Patr-A0101 with pseudo-sequence Patr-A0101. The binding affinity (normalized) is 0.153. (2) The peptide sequence is YQTYVSPGA. The MHC is HLA-A25:01 with pseudo-sequence HLA-A25:01. The binding affinity (normalized) is 0.0847. (3) The peptide sequence is FSPGTSGSPI. The MHC is HLA-A68:02 with pseudo-sequence HLA-A68:02. The binding affinity (normalized) is 0.475. (4) The peptide sequence is KAMRPWQSF. The MHC is HLA-A32:07 with pseudo-sequence HLA-A32:07. The binding affinity (normalized) is 1.00. (5) The peptide sequence is VYGIYCTLY. The MHC is Mamu-B03 with pseudo-sequence Mamu-B03. The binding affinity (normalized) is 0. (6) The peptide sequence is FPFKYAAFF. The MHC is Mamu-A2201 with pseudo-sequence Mamu-A2201. The binding affinity (normalized) is 0.703. (7) The peptide sequence is GLMVAGYFY. The MHC is HLA-A24:03 with pseudo-sequence HLA-A24:03. The binding affinity (normalized) is 0.0847. (8) The peptide sequence is GLDERFVEEL. The MHC is HLA-A68:02 with pseudo-sequence HLA-A68:02. The binding affinity (normalized) is 0.193. (9) The peptide sequence is PEIWLQLNTL. The MHC is HLA-B18:01 with pseudo-sequence HLA-B18:01. The binding affinity (normalized) is 0.0856. (10) The peptide sequence is AQVHQGLM. The MHC is HLA-B27:05 with pseudo-sequence HLA-B27:05. The binding affinity (normalized) is 0.